This data is from Full USPTO retrosynthesis dataset with 1.9M reactions from patents (1976-2016). The task is: Predict the reactants needed to synthesize the given product. (1) Given the product [NH2:1][C:2]1[C:11]2[N:10]=[CH:9][C:8]([CH2:12][CH2:13][C:14]3[CH:19]=[CH:18][C:17]([O:20][CH2:34][CH2:35][O:36][CH2:37][CH2:38][O:39][CH2:40][CH2:41][P:42]([O:46][CH2:47][CH3:48])([O:43][CH2:44][CH3:45])=[O:49])=[CH:16][C:15]=3[CH3:21])=[CH:7][C:6]=2[C:5]2[CH:22]=[CH:23][C:24]([CH2:26][CH2:27][C:28]([O:30][CH2:31][CH3:32])=[O:29])=[CH:25][C:4]=2[N:3]=1, predict the reactants needed to synthesize it. The reactants are: [NH2:1][C:2]1[C:11]2[N:10]=[CH:9][C:8]([CH2:12][CH2:13][C:14]3[CH:19]=[CH:18][C:17]([OH:20])=[CH:16][C:15]=3[CH3:21])=[CH:7][C:6]=2[C:5]2[CH:22]=[CH:23][C:24]([CH2:26][CH2:27][C:28]([O:30][CH2:31][CH3:32])=[O:29])=[CH:25][C:4]=2[N:3]=1.I[CH2:34][CH2:35][O:36][CH2:37][CH2:38][O:39][CH2:40][CH2:41][P:42](=[O:49])([O:46][CH2:47][CH3:48])[O:43][CH2:44][CH3:45].C(=O)([O-])[O-].[Cs+].[Cs+].C(Cl)Cl. (2) Given the product [OH:1][C:2]1[C:3]([OH:24])=[CH:4][C:5]2[CH2:14][CH2:13][N:12]3[CH:7]([CH2:8][C:9]4[C:18]([Cl:19])=[CH:17][C:16]([OH:20])=[C:15]([OH:22])[C:10]=4[CH2:11]3)[C:6]=2[CH:23]=1, predict the reactants needed to synthesize it. The reactants are: [OH:1][C:2]1[C:3]([O:24]C)=[CH:4][C:5]2[CH2:14][CH2:13][N:12]3[CH:7]([CH2:8][C:9]4[C:18]([Cl:19])=[CH:17][C:16]([O:20]C)=[C:15]([OH:22])[C:10]=4[CH2:11]3)[C:6]=2[CH:23]=1.B(Br)(Br)Br.O. (3) Given the product [CH2:15]([NH:17][C:2]1[CH:3]=[C:4]([CH:9]=[CH:10][C:11]=1[N+:12]([O-:14])=[O:13])[NH:5][C:6](=[O:8])[CH3:7])[CH3:16], predict the reactants needed to synthesize it. The reactants are: F[C:2]1[CH:3]=[C:4]([CH:9]=[CH:10][C:11]=1[N+:12]([O-:14])=[O:13])[NH:5][C:6](=[O:8])[CH3:7].[CH2:15]([NH2:17])[CH3:16].